Dataset: Full USPTO retrosynthesis dataset with 1.9M reactions from patents (1976-2016). Task: Predict the reactants needed to synthesize the given product. Given the product [Cl:34][CH2:35][CH2:36][CH2:37][N:10]1[C:11]2[C:7](=[CH:6][CH:5]=[CH:4][C:3]=2[O:2][CH3:1])[C:8]([C:25](=[O:26])[CH2:24][C:18]2[CH:23]=[CH:22][CH:21]=[CH:20][CH:19]=2)=[CH:9]1, predict the reactants needed to synthesize it. The reactants are: [CH3:1][O:2][C:3]1[CH:4]=[CH:5][CH:6]=[C:7]2[C:11]=1[NH:10][CH:9]=[CH:8]2.[Al](Cl)(CC)CC.[C:18]1([CH2:24][C:25](Cl)=[O:26])[CH:23]=[CH:22][CH:21]=[CH:20][CH:19]=1.C([O-])([O-])=O.[Cs+].[Cs+].[Cl:34][CH2:35][CH2:36][CH2:37]I.